This data is from Forward reaction prediction with 1.9M reactions from USPTO patents (1976-2016). The task is: Predict the product of the given reaction. (1) The product is: [C:1]([CH2:4][CH2:5][CH:6]1[NH:20][C:19](=[O:21])[N:18]([CH3:22])[CH2:17][CH2:16][CH2:15][CH2:14][CH:13]=[CH:12][CH:11]2[C:9]([C:23]([C:27]3([S:30]([NH2:33])(=[O:32])=[O:31])[CH2:29][CH2:28]3)=[O:24])([CH2:10]2)[NH:8][C:7]1=[O:26])(=[O:3])[CH3:2]. Given the reactants [C:1]([CH2:4][CH2:5][CH:6]1[NH:20][C:19](=[O:21])[N:18]([CH3:22])[CH2:17][CH2:16][CH2:15][CH2:14][CH:13]=[CH:12][CH:11]2[C:9]([C:23](O)=[O:24])([CH2:10]2)[NH:8][C:7]1=[O:26])(=[O:3])[CH3:2].[CH:27]1([S:30]([NH2:33])(=[O:32])=[O:31])[CH2:29][CH2:28]1.C(C1N=C(C2C=C(OCC[C@@H]3NC(=O)N(C)CCCCC=C[C@H]4[C@@](C(OCC)=O)(C4)NC3=O)C3C(=CC(OC)=CC=3)N=2)SC=1)(C)C, predict the reaction product. (2) Given the reactants [F:1][C:2]([F:8])([F:7])[CH2:3][CH2:4][CH2:5][OH:6].C(N(CC)CC)C.[CH3:16][S:17](Cl)(=[O:19])=[O:18], predict the reaction product. The product is: [CH3:16][S:17]([O:6][CH2:5][CH2:4][CH2:3][C:2]([F:8])([F:7])[F:1])(=[O:19])=[O:18].